Task: Predict which catalyst facilitates the given reaction.. Dataset: Catalyst prediction with 721,799 reactions and 888 catalyst types from USPTO (1) Reactant: [CH2:1]([O:8][C:9]([N:11]([CH2:18][C:19]1[CH:50]=[CH:49][C:22]2[N:23]([CH:36]3[CH2:41][CH2:40][CH2:39][N:38](C(OC(C)(C)C)=O)[CH2:37]3)[C:24]([NH:26][C:27](=[O:35])[C:28]3[CH:33]=[CH:32][C:31]([Cl:34])=[CH:30][CH:29]=3)=[N:25][C:21]=2[CH:20]=1)[C@H:12]([C:14]([CH3:17])([CH3:16])[CH3:15])[CH3:13])=[O:10])[C:2]1[CH:7]=[CH:6][CH:5]=[CH:4][CH:3]=1.C(Cl)Cl.C(O)(C(F)(F)F)=O. Product: [CH2:1]([O:8][C:9](=[O:10])[N:11]([CH2:18][C:19]1[CH:50]=[CH:49][C:22]2[N:23]([CH:36]3[CH2:41][CH2:40][CH2:39][NH:38][CH2:37]3)[C:24]([NH:26][C:27](=[O:35])[C:28]3[CH:29]=[CH:30][C:31]([Cl:34])=[CH:32][CH:33]=3)=[N:25][C:21]=2[CH:20]=1)[C@H:12]([C:14]([CH3:16])([CH3:17])[CH3:15])[CH3:13])[C:2]1[CH:3]=[CH:4][CH:5]=[CH:6][CH:7]=1. The catalyst class is: 147. (2) Product: [Br:14][C:5]1[CH:6]=[C:7]([N:8]([CH3:13])[S:9]([CH3:12])(=[O:11])=[O:10])[C:2]([NH:1][CH3:17])=[N:3][CH:4]=1. Reactant: [NH2:1][C:2]1[C:7]([N:8]([CH3:13])[S:9]([CH3:12])(=[O:11])=[O:10])=[CH:6][C:5]([Br:14])=[CH:4][N:3]=1.[H-].[Na+].[CH3:17]I. The catalyst class is: 3. (3) Reactant: [C:1]([C:3]1[CH:4]=[N:5][CH:6]=[CH:7][CH:8]=1)#[N:2].[Cl-].[NH4+].[N-:11]=[N+:12]=[N-:13].[Na+]. Product: [NH:11]1[C:1]([C:3]2[CH:4]=[N:5][CH:6]=[CH:7][CH:8]=2)=[N:2][N:13]=[N:12]1. The catalyst class is: 3. (4) Reactant: C1(COC(=O)[NH:10][CH2:11][C@@H:12]2[C@H:16]([OH:17])[CH2:15][N:14]([CH2:18][CH2:19][C:20]3[C:29]4[C:24](=[CH:25][CH:26]=[C:27]([O:30][CH3:31])[N:28]=4)[N:23]=[CH:22][CH:21]=3)[CH2:13]2)C=CC=CC=1. Product: [NH2:10][CH2:11][C@H:12]1[CH2:13][N:14]([CH2:18][CH2:19][C:20]2[C:29]3[C:24](=[CH:25][CH:26]=[C:27]([O:30][CH3:31])[N:28]=3)[N:23]=[CH:22][CH:21]=2)[CH2:15][C@H:16]1[OH:17]. The catalyst class is: 105. (5) Reactant: [CH3:1][O:2][C:3]1[N:8]=[C:7]([NH:9][CH2:10][CH2:11][N:12]2[CH2:17][CH2:16][CH:15]([NH:18][C:19](=[O:25])[O:20][C:21]([CH3:24])([CH3:23])[CH3:22])[CH2:14][CH2:13]2)[C:6]([N+:26]([O-])=O)=[CH:5][CH:4]=1. Product: [NH2:26][C:6]1[C:7]([NH:9][CH2:10][CH2:11][N:12]2[CH2:13][CH2:14][CH:15]([NH:18][C:19](=[O:25])[O:20][C:21]([CH3:23])([CH3:22])[CH3:24])[CH2:16][CH2:17]2)=[N:8][C:3]([O:2][CH3:1])=[CH:4][CH:5]=1. The catalyst class is: 29. (6) Reactant: [Cl:1][C:2]1[N:9]=[C:8]([Cl:10])[CH:7]=[C:6]([CH3:11])[C:3]=1[C:4]#[N:5].CO[CH:14](OC)[N:15]([CH3:17])[CH3:16]. Product: [Cl:1][C:2]1[N:9]=[C:8]([Cl:10])[CH:7]=[C:6](/[CH:11]=[CH:14]/[N:15]([CH3:17])[CH3:16])[C:3]=1[C:4]#[N:5]. The catalyst class is: 32. (7) Reactant: [CH:1]([NH:4][CH:5]([CH3:7])C)([CH3:3])C.FC1[C:14]([I:15])=CC=CN=1.[CH:16](OCC)=[O:17].[CH3:21][OH:22].C[O-].[Na+]. Product: [I:15][C:14]1[CH:3]=[CH:1][N:4]=[C:5]([O:22][CH3:21])[C:7]=1[CH:16]=[O:17]. The catalyst class is: 92.